Task: Predict the reactants needed to synthesize the given product.. Dataset: Retrosynthesis with 50K atom-mapped reactions and 10 reaction types from USPTO (1) Given the product OC(COCCCl)c1cc2ccsc2cc1F, predict the reactants needed to synthesize it. The reactants are: O=Cc1cc2ccsc2cc1F.[Mg+]COCCCl. (2) The reactants are: CC(C)(C)OC(=O)N1CCC(n2ncc3c(Cl)ncnc32)CC1.CS(=O)(=O)c1ccc(O)cc1F. Given the product CC(C)(C)OC(=O)N1CCC(n2ncc3c(Oc4ccc(S(C)(=O)=O)c(F)c4)ncnc32)CC1, predict the reactants needed to synthesize it.